Dataset: Forward reaction prediction with 1.9M reactions from USPTO patents (1976-2016). Task: Predict the product of the given reaction. (1) Given the reactants [CH3:1][O:2][C:3](=[O:22])[C@@H:4]([NH:13][C:14]([O:16][CH:17]1[CH2:21][CH2:20][CH2:19][CH2:18]1)=[O:15])[CH2:5][CH2:6][CH2:7][CH2:8][CH2:9][CH2:10][CH2:11]Br.[N-:23]=[N+:24]=[N-:25].[Na+], predict the reaction product. The product is: [CH3:1][O:2][C:3](=[O:22])[C@@H:4]([NH:13][C:14]([O:16][CH:17]1[CH2:21][CH2:20][CH2:19][CH2:18]1)=[O:15])[CH2:5][CH2:6][CH2:7][CH2:8][CH2:9][CH2:10][CH2:11][N:23]=[N+:24]=[N-:25]. (2) Given the reactants [F:1][C:2]1[CH:3]=[CH:4][C:5]2[O:9][C:8]([N:10]3[CH2:15][CH2:14][CH2:13][CH2:12][C@H:11]3[C:16]([O:18]CC)=[O:17])=[N:7][C:6]=2[CH:21]=1.[OH-].[Li+], predict the reaction product. The product is: [F:1][C:2]1[CH:3]=[CH:4][C:5]2[O:9][C:8]([N:10]3[CH2:15][CH2:14][CH2:13][CH2:12][C@H:11]3[C:16]([OH:18])=[O:17])=[N:7][C:6]=2[CH:21]=1. (3) Given the reactants [O:1]=[C:2]1[N:8]([CH:9]2[CH2:14][CH2:13][N:12]([C:15]([O:17][C@@H:18]([C:27](O)=[O:28])[CH2:19][C:20]3[CH:21]=[C:22]([CH3:26])[CH:23]=[CH:24][CH:25]=3)=[O:16])[CH2:11][CH2:10]2)[CH2:7][CH2:6][C:5]2[CH:30]=[CH:31][CH:32]=[CH:33][C:4]=2[NH:3]1.[CH3:34][N:35]1[CH2:40][CH2:39][N:38]([CH:41]2[CH2:46][CH2:45][NH:44][CH2:43][CH2:42]2)[CH2:37][CH2:36]1, predict the reaction product. The product is: [O:1]=[C:2]1[N:8]([CH:9]2[CH2:10][CH2:11][N:12]([C:15]([O:17][C@H:18]([CH2:19][C:20]3[CH:25]=[CH:24][CH:23]=[C:22]([CH3:26])[CH:21]=3)[C:27]([N:44]3[CH2:43][CH2:42][CH:41]([N:38]4[CH2:37][CH2:36][N:35]([CH3:34])[CH2:40][CH2:39]4)[CH2:46][CH2:45]3)=[O:28])=[O:16])[CH2:13][CH2:14]2)[CH2:7][CH2:6][C:5]2[CH:30]=[CH:31][CH:32]=[CH:33][C:4]=2[NH:3]1. (4) The product is: [C:18]([CH:15]1[CH2:14][CH2:13][N:12]([C:10]([C@H:9]([NH:8][C:3]([C:2]2[C:26]3[C:27](=[N:29][CH:33]=[C:32]([C:42]4[CH:41]=[C:40]([O:39][CH3:38])[C:45]([O:46][CH3:47])=[C:44]([O:48][CH3:49])[CH:43]=4)[N:25]=3)[NH:55][CH:53]=2)=[O:5])[C:20]([CH3:23])([CH3:22])[CH3:21])=[O:11])[CH2:17][CH2:16]1)#[N:19]. Given the reactants F[C:2](F)(F)[C:3]([OH:5])=O.[NH2:8][C@H:9]([C:20]([CH3:23])([CH3:22])[CH3:21])[C:10]([N:12]1[CH2:17][CH2:16][CH:15]([C:18]#[N:19])[CH2:14][CH2:13]1)=[O:11].Cl.[NH2:25][C@H:26](C(C)(C)C)[C:27]([N:29]1[CH2:33][CH2:32]CC1)=O.[CH3:38][O:39][C:40]1[CH:41]=[C:42](B(O)O)[CH:43]=[C:44]([O:48][CH3:49])[C:45]=1[O:46][CH3:47].[CH2:53]([N:55]1C=C(B2OC(C)(C)C(C)(C)O2)C=N1)C, predict the reaction product.